Predict the reactants needed to synthesize the given product. From a dataset of Full USPTO retrosynthesis dataset with 1.9M reactions from patents (1976-2016). (1) Given the product [NH2:1][C:2]1[S:3][CH:6]=[C:7]([C:9]2[C:10]([F:30])=[C:11]([N:15]([CH2:27][O:28][CH3:29])[S:16]([C:19]3[CH:24]=[C:23]([F:25])[CH:22]=[CH:21][C:20]=3[F:26])(=[O:18])=[O:17])[CH:12]=[CH:13][CH:14]=2)[N:4]=1, predict the reactants needed to synthesize it. The reactants are: [NH2:1][C:2]([NH2:4])=[S:3].Br[CH2:6][C:7]([C:9]1[C:10]([F:30])=[C:11]([N:15]([CH2:27][O:28][CH3:29])[S:16]([C:19]2[CH:24]=[C:23]([F:25])[CH:22]=[CH:21][C:20]=2[F:26])(=[O:18])=[O:17])[CH:12]=[CH:13][CH:14]=1)=O. (2) The reactants are: [O:1]1[C:5]2[CH:6]=[CH:7][C:8]([C:10]3[S:11][CH:12]=[C:13]([C:15]([OH:17])=O)[N:14]=3)=[CH:9][C:4]=2[CH2:3][CH2:2]1.Br.[NH2:19][C:20]1[NH:24][C:23]2[CH:25]=[CH:26][C:27]([C:29]([C:31]3[CH:36]=[CH:35][CH:34]=[CH:33][CH:32]=3)=[O:30])=[CH:28][C:22]=2[N:21]=1.F[P-](F)(F)(F)(F)F.N1(OC(N(C)C)=[N+](C)C)C2C=CC=CC=2N=N1.C(N(CC)C(C)C)(C)C. Given the product [C:29]([C:27]1[CH:26]=[CH:25][C:23]2[NH:24][C:20]([NH:19][C:15]([C:13]3[N:14]=[C:10]([C:8]4[CH:7]=[CH:6][C:5]5[O:1][CH2:2][CH2:3][C:4]=5[CH:9]=4)[S:11][CH:12]=3)=[O:17])=[N:21][C:22]=2[CH:28]=1)(=[O:30])[C:31]1[CH:32]=[CH:33][CH:34]=[CH:35][CH:36]=1, predict the reactants needed to synthesize it. (3) Given the product [F:21][C:22]1[CH:27]=[CH:26][C:25]([C:2]2[CH:7]=[CH:6][N:5]=[CH:4][C:3]=2[C:8]2[CH:9]=[C:10]3[C:15](=[N:16][CH:17]=2)[N:14]([C:18]([NH2:20])=[O:19])[CH2:13][CH2:12][CH2:11]3)=[CH:24][CH:23]=1, predict the reactants needed to synthesize it. The reactants are: Br[C:2]1[CH:7]=[CH:6][N:5]=[CH:4][C:3]=1[C:8]1[CH:9]=[C:10]2[C:15](=[N:16][CH:17]=1)[N:14]([C:18]([NH2:20])=[O:19])[CH2:13][CH2:12][CH2:11]2.[F:21][C:22]1[CH:27]=[CH:26][C:25](B(O)O)=[CH:24][CH:23]=1.C([O-])([O-])=O.[Na+].[Na+].C(Cl)Cl. (4) Given the product [C:33]([NH:36][C:2]1[C:3]([C:16]2[CH:21]=[CH:20][C:19]([F:22])=[CH:18][CH:17]=2)=[N:4][C:5]2[C:10]([N:11]=1)=[CH:9][C:8]([C:12]([O:14][CH3:15])=[O:13])=[CH:7][CH:6]=2)([CH3:35])([CH3:34])[CH3:32], predict the reactants needed to synthesize it. The reactants are: Cl[C:2]1[C:3]([C:16]2[CH:21]=[CH:20][C:19]([F:22])=[CH:18][CH:17]=2)=[N:4][C:5]2[C:10]([N:11]=1)=[CH:9][C:8]([C:12]([O:14][CH3:15])=[O:13])=[CH:7][CH:6]=2.CCN(C(C)C)C(C)C.[CH3:32][C:33]([NH2:36])([CH3:35])[CH3:34].